From a dataset of Forward reaction prediction with 1.9M reactions from USPTO patents (1976-2016). Predict the product of the given reaction. Given the reactants Br[C:2]1[C:11]2[C:6](=[CH:7][CH:8]=[CH:9][CH:10]=2)[N:5]=[CH:4][CH:3]=1.[C:12]([O:16][C:17]([N:19]1[CH2:24][CH2:23][CH:22]([NH2:25])[CH2:21][CH2:20]1)=[O:18])([CH3:15])([CH3:14])[CH3:13].O(C(C)(C)C)[K].C1(P(C2CCCCC2)C2C=CC=CC=2C2C(C(C)C)=CC(C(C)C)=CC=2C(C)C)CCCCC1, predict the reaction product. The product is: [C:12]([O:16][C:17]([N:19]1[CH2:24][CH2:23][CH:22]([NH:25][C:2]2[C:11]3[C:6](=[CH:7][CH:8]=[CH:9][CH:10]=3)[N:5]=[CH:4][CH:3]=2)[CH2:21][CH2:20]1)=[O:18])([CH3:15])([CH3:13])[CH3:14].